This data is from Forward reaction prediction with 1.9M reactions from USPTO patents (1976-2016). The task is: Predict the product of the given reaction. (1) Given the reactants [CH3:1][C:2]([O:5][C:6]([N:8]1[CH2:13][CH2:12][NH:11][CH2:10][CH2:9]1)=[O:7])([CH3:4])[CH3:3].C(=O)([O-])[O-].[K+].[K+].Br[CH2:21][CH2:22][CH2:23][O:24][C:25]1[CH:30]=[CH:29][CH:28]=[CH:27][CH:26]=1, predict the reaction product. The product is: [O:24]([CH2:23][CH2:22][CH2:21][N:11]1[CH2:12][CH2:13][N:8]([C:6]([O:5][C:2]([CH3:1])([CH3:3])[CH3:4])=[O:7])[CH2:9][CH2:10]1)[C:25]1[CH:30]=[CH:29][CH:28]=[CH:27][CH:26]=1. (2) The product is: [F:19][C:16]([F:17])([F:18])[C:13]1[N:11]2[N:12]=[C:7]([N:1]3[CH2:2][CH2:3][N:4]([CH2:30][C:25]4[CH:26]=[CH:27][CH:28]=[C:29]5[C:24]=4[N:23]=[CH:22][CH:21]=[N:20]5)[CH2:5][CH2:6]3)[CH:8]=[CH:9][C:10]2=[N:15][N:14]=1. Given the reactants [N:1]1([C:7]2[CH:8]=[CH:9][C:10]3[N:11]([C:13]([C:16]([F:19])([F:18])[F:17])=[N:14][N:15]=3)[N:12]=2)[CH2:6][CH2:5][NH:4][CH2:3][CH2:2]1.[N:20]1[C:29]2[CH:28]=[CH:27][CH:26]=[C:25]([CH:30]=O)[C:24]=2[N:23]=[CH:22][CH:21]=1, predict the reaction product. (3) Given the reactants [NH2:1][C:2]1[CH:9]=[CH:8][CH:7]=[C:6]([O:10][CH:11]2[CH2:14][CH2:13][CH2:12]2)[C:3]=1[C:4]#[N:5].[C:15]([N:23]=[C:24]=[O:25])(=[O:22])[C:16]1[CH:21]=[CH:20][CH:19]=[CH:18][CH:17]=1, predict the reaction product. The product is: [C:4]([C:3]1[C:6]([O:10][CH:11]2[CH2:12][CH2:13][CH2:14]2)=[CH:7][CH:8]=[CH:9][C:2]=1[NH:1][C:24]([NH:23][C:15](=[O:22])[C:16]1[CH:17]=[CH:18][CH:19]=[CH:20][CH:21]=1)=[O:25])#[N:5].